From a dataset of Reaction yield outcomes from USPTO patents with 853,638 reactions. Predict the reaction yield, written as a fraction of the theoretical maximum amount of product (1.0 means a 100% yield; for example, 0.34 means a 34% yield). The reactants are [Cl:1][C:2]1[CH:3]=[CH:4][C:5]([F:11])=[C:6]([C:8](=O)[CH3:9])[CH:7]=1.[O:12]1[CH2:17][CH2:16][N:15]([S:18]([C:21]2[CH:22]=[C:23]([CH:28]=[CH:29][CH:30]=2)[C:24]([NH:26][NH2:27])=[O:25])(=[O:20])=[O:19])[CH2:14][CH2:13]1. The catalyst is CO.C(O)(=O)C. The product is [Cl:1][C:2]1[CH:3]=[CH:4][C:5]([F:11])=[C:6](/[C:8](=[N:27]/[NH:26][C:24](=[O:25])[C:23]2[CH:28]=[CH:29][CH:30]=[C:21]([S:18]([N:15]3[CH2:16][CH2:17][O:12][CH2:13][CH2:14]3)(=[O:19])=[O:20])[CH:22]=2)/[CH3:9])[CH:7]=1. The yield is 0.192.